Dataset: Forward reaction prediction with 1.9M reactions from USPTO patents (1976-2016). Task: Predict the product of the given reaction. (1) Given the reactants [F:1][C:2]([F:15])([F:14])[CH2:3][CH2:4][N:5]1[CH2:10][CH2:9][CH:8]([C:11](O)=[O:12])[CH2:7][CH2:6]1.S(Cl)([Cl:18])=O, predict the reaction product. The product is: [F:1][C:2]([F:15])([F:14])[CH2:3][CH2:4][N:5]1[CH2:10][CH2:9][CH:8]([C:11]([Cl:18])=[O:12])[CH2:7][CH2:6]1. (2) Given the reactants [Cl:1][C:2]1[CH:3]=[C:4]([N:8]([C:16](=[O:21])[CH2:17][CH2:18][C:19]#[CH:20])[C:9](=[O:15])[O:10][C:11]([CH3:14])([CH3:13])[CH3:12])[CH:5]=[CH:6][CH:7]=1.Br[C:23]1[CH:28]=[CH:27][CH:26]=[CH:25][N:24]=1, predict the reaction product. The product is: [Cl:1][C:2]1[CH:3]=[C:4]([N:8]([C:16](=[O:21])[CH2:17][CH2:18][C:19]#[C:20][C:23]2[CH:28]=[CH:27][CH:26]=[CH:25][N:24]=2)[C:9](=[O:15])[O:10][C:11]([CH3:12])([CH3:13])[CH3:14])[CH:5]=[CH:6][CH:7]=1.[Cl:1][C:2]1[CH:3]=[C:4]([N:8]([C:16](=[O:21])[CH2:17][CH2:18][C:19]#[CH:20])[C:9](=[O:15])[O:10][C:11]([CH3:12])([CH3:13])[CH3:14])[CH:5]=[CH:6][CH:7]=1. (3) Given the reactants [CH2:1]([O:19][C:20](=[O:43])[CH:21]([NH:32]C(OCC1C=CC=CC=1)=O)[CH2:22][C:23]1[CH:28]=[CH:27][C:26]([N+:29]([O-])=O)=[CH:25][CH:24]=1)[CH2:2][CH2:3][CH2:4][CH2:5][CH2:6][CH2:7][CH2:8][CH2:9][CH2:10][CH2:11][CH2:12][CH2:13][CH2:14][CH2:15][CH2:16][CH2:17][CH3:18], predict the reaction product. The product is: [CH2:1]([O:19][C:20](=[O:43])[CH:21]([NH2:32])[CH2:22][C:23]1[CH:28]=[CH:27][C:26]([NH2:29])=[CH:25][CH:24]=1)[CH2:2][CH2:3][CH2:4][CH2:5][CH2:6][CH2:7][CH2:8][CH2:9][CH2:10][CH2:11][CH2:12][CH2:13][CH2:14][CH2:15][CH2:16][CH2:17][CH3:18]. (4) Given the reactants [C:1]([O:5][C:6](=[O:31])[N:7]([C@@H:21]([C:23]1[CH:28]=[CH:27][CH:26]=[C:25]([O:29][CH3:30])[CH:24]=1)[CH3:22])[CH2:8][CH:9]1[CH2:14][CH2:13][NH:12][CH2:11][CH:10]1[C:15]1[CH:20]=[CH:19][CH:18]=[CH:17][CH:16]=1)([CH3:4])([CH3:3])[CH3:2].[Cl:32][C:33]1[C:34](Cl)=[N:35][CH:36]=[C:37]([CH:43]=1)[C:38]([O:40][CH2:41][CH3:42])=[O:39].C(=O)([O-])[O-].[K+].[K+].CS(C)=O, predict the reaction product. The product is: [C:1]([O:5][C:6]([N:7]([CH2:8][CH:9]1[CH2:14][CH2:13][N:12]([C:34]2[C:33]([Cl:32])=[CH:43][C:37]([C:38]([O:40][CH2:41][CH3:42])=[O:39])=[CH:36][N:35]=2)[CH2:11][CH:10]1[C:15]1[CH:20]=[CH:19][CH:18]=[CH:17][CH:16]=1)[C@@H:21]([C:23]1[CH:28]=[CH:27][CH:26]=[C:25]([O:29][CH3:30])[CH:24]=1)[CH3:22])=[O:31])([CH3:4])([CH3:2])[CH3:3]. (5) Given the reactants [CH3:1][C:2]1[CH:7]=[CH:6][CH:5]=[CH:4][C:3]=1[C@@H:8]1[C@@H:13]([OH:14])[CH2:12][CH2:11][C@H:10]([C:15]([O:17][CH2:18][CH3:19])=[O:16])[C@H:9]1[C:20]([O:22][CH2:23][CH3:24])=[O:21].[F:25][C:26]([F:47])([F:46])[C:27]1[CH:28]=[C:29]([C@@H:37](OC(=N)C(Cl)(Cl)Cl)[CH3:38])[CH:30]=[C:31]([C:33]([F:36])([F:35])[F:34])[CH:32]=1, predict the reaction product. The product is: [F:25][C:26]([F:46])([F:47])[C:27]1[CH:28]=[C:29]([C@H:37]([O:14][C@H:13]2[CH2:12][CH2:11][C@H:10]([C:15]([O:17][CH2:18][CH3:19])=[O:16])[C@@H:9]([C:20]([O:22][CH2:23][CH3:24])=[O:21])[C@@H:8]2[C:3]2[CH:4]=[CH:5][CH:6]=[CH:7][C:2]=2[CH3:1])[CH3:38])[CH:30]=[C:31]([C:33]([F:34])([F:35])[F:36])[CH:32]=1. (6) Given the reactants [Br:1][C:2]1[C:11]2[C:6](=[CH:7][CH:8]=[C:9]([NH:12][NH2:13])[CH:10]=2)[C:5]([NH2:14])=[N:4][CH:3]=1.[C:15]([CH:18]1[C:23](=[O:24])[CH2:22][C:21]([CH3:26])([CH3:25])[CH2:20][C:19]1=O)(=O)[CH3:16], predict the reaction product. The product is: [NH2:14][C:5]1[C:6]2[C:11](=[CH:10][C:9]([N:12]3[C:19]4[CH2:20][C:21]([CH3:25])([CH3:26])[CH2:22][C:23](=[O:24])[C:18]=4[C:15]([CH3:16])=[N:13]3)=[CH:8][CH:7]=2)[C:2]([Br:1])=[CH:3][N:4]=1.